The task is: Predict the reactants needed to synthesize the given product.. This data is from Full USPTO retrosynthesis dataset with 1.9M reactions from patents (1976-2016). (1) Given the product [C:5]([C:7]1[CH:8]=[C:9]2[C:13](=[CH:14][C:15]=1[OH:16])[NH:12][N:11]=[C:10]2[CH2:17][C:18]1[CH:23]=[CH:22][CH:21]=[C:20]([CH3:24])[CH:19]=1)([OH:6])=[O:4], predict the reactants needed to synthesize it. The reactants are: [OH-].[Na+].C[O:4][C:5]([C:7]1[CH:8]=[C:9]2[C:13](=[CH:14][C:15]=1[OH:16])[NH:12][N:11]=[C:10]2[CH2:17][C:18]1[CH:23]=[CH:22][CH:21]=[C:20]([CH3:24])[CH:19]=1)=[O:6]. (2) Given the product [CH3:25][O:24][C:7]1[CH:6]=[CH:5][C:4]2[N:3]=[C:2]([NH:32][C:29]3[CH:30]=[CH:31][N:26]=[CH:27][CH:28]=3)[C:11]3=[N:12][NH:13][CH:14]=[C:10]3[C:9]=2[CH:8]=1, predict the reactants needed to synthesize it. The reactants are: Cl[C:2]1[C:11]2=[N:12][N:13](CC3C=CC(OC)=CC=3)[CH:14]=[C:10]2[C:9]2[CH:8]=[C:7]([O:24][CH3:25])[CH:6]=[CH:5][C:4]=2[N:3]=1.[N:26]1[CH:31]=[CH:30][C:29]([NH2:32])=[CH:28][CH:27]=1.Cl.